Dataset: NCI-60 drug combinations with 297,098 pairs across 59 cell lines. Task: Regression. Given two drug SMILES strings and cell line genomic features, predict the synergy score measuring deviation from expected non-interaction effect. (1) Drug 1: CC1=C2C(C(=O)C3(C(CC4C(C3C(C(C2(C)C)(CC1OC(=O)C(C(C5=CC=CC=C5)NC(=O)C6=CC=CC=C6)O)O)OC(=O)C7=CC=CC=C7)(CO4)OC(=O)C)O)C)OC(=O)C. Drug 2: C1=NNC2=C1C(=O)NC=N2. Cell line: HS 578T. Synergy scores: CSS=66.6, Synergy_ZIP=-0.397, Synergy_Bliss=0.411, Synergy_Loewe=-52.0, Synergy_HSA=-0.696. (2) Drug 1: CC12CCC3C(C1CCC2O)C(CC4=C3C=CC(=C4)O)CCCCCCCCCS(=O)CCCC(C(F)(F)F)(F)F. Drug 2: CCC1(C2=C(COC1=O)C(=O)N3CC4=CC5=C(C=CC(=C5CN(C)C)O)N=C4C3=C2)O.Cl. Cell line: SF-539. Synergy scores: CSS=47.3, Synergy_ZIP=-1.56, Synergy_Bliss=-3.57, Synergy_Loewe=-30.3, Synergy_HSA=0.0912. (3) Drug 1: CC1C(C(CC(O1)OC2CC(OC(C2O)C)OC3=CC4=CC5=C(C(=O)C(C(C5)C(C(=O)C(C(C)O)O)OC)OC6CC(C(C(O6)C)O)OC7CC(C(C(O7)C)O)OC8CC(C(C(O8)C)O)(C)O)C(=C4C(=C3C)O)O)O)O. Drug 2: C1CN(CCN1C(=O)CCBr)C(=O)CCBr. Cell line: PC-3. Synergy scores: CSS=12.9, Synergy_ZIP=-1.90, Synergy_Bliss=-0.386, Synergy_Loewe=-12.2, Synergy_HSA=0.565.